Dataset: Reaction yield outcomes from USPTO patents with 853,638 reactions. Task: Predict the reaction yield, written as a fraction of the theoretical maximum amount of product (1.0 means a 100% yield; for example, 0.34 means a 34% yield). (1) The reactants are [N:1]12[CH2:8][CH2:7][CH:4]([CH2:5][CH2:6]1)[C@@H:3]([NH:9][C:10]([C:12]1[C:16]3[CH:17]=[C:18](Br)[CH:19]=[CH:20][C:15]=3[S:14][N:13]=1)=[O:11])[CH2:2]2.[C:22](=[O:25])(O)[O-].[Cs+].C1(P(C2CCCCC2)C2C=CC=CC=2[C:40]2C=CC=C[C:41]=2[N:46](C)[CH3:47])CCCCC1. The catalyst is C1C=CC(/C=C/C(/C=C/C2C=CC=CC=2)=O)=CC=1.C1C=CC(/C=C/C(/C=C/C2C=CC=CC=2)=O)=CC=1.C1C=CC(/C=C/C(/C=C/C2C=CC=CC=2)=O)=CC=1.[Pd].[Pd]. The product is [N:1]12[CH2:8][CH2:7][CH:4]([CH2:5][CH2:6]1)[C@@H:3]([NH:9][C:10]([C:12]1[C:16]3[CH:17]=[CH:18][C:19]([N:46]4[CH2:47][CH2:22][O:25][CH2:40][CH2:41]4)=[CH:20][C:15]=3[S:14][N:13]=1)=[O:11])[CH2:2]2. The yield is 0.340. (2) The reactants are [Cl:1][C:2]1[CH:7]=[CH:6][C:5]([NH:8][C:9]2[O:10][C:11]3[CH:17]=[CH:16][C:15]([O:18][C:19]4[CH:24]=[CH:23][N:22]=[C:21]5[CH:25]=[C:26]([C:28]6[CH:35]=[CH:34][C:31]([CH:32]=O)=[CH:30][N:29]=6)[S:27][C:20]=45)=[CH:14][C:12]=3[N:13]=2)=[CH:4][CH:3]=1.C(O)(=O)C.[CH3:40][C:41]([O:44][C:45]([NH:47][CH:48]1[CH2:53][CH2:52][NH:51][CH2:50][CH2:49]1)=[O:46])([CH3:43])[CH3:42].[BH-](OC(C)=O)(OC(C)=O)OC(C)=O.[Na+].C([O-])(O)=O.[Na+]. The catalyst is CN1C(=O)CCC1. The product is [Cl:1][C:2]1[CH:7]=[CH:6][C:5]([NH:8][C:9]2[O:10][C:11]3[CH:17]=[CH:16][C:15]([O:18][C:19]4[CH:24]=[CH:23][N:22]=[C:21]5[CH:25]=[C:26]([C:28]6[N:29]=[CH:30][C:31]([CH2:32][N:51]7[CH2:50][CH2:49][CH:48]([NH:47][C:45](=[O:46])[O:44][C:41]([CH3:40])([CH3:42])[CH3:43])[CH2:53][CH2:52]7)=[CH:34][CH:35]=6)[S:27][C:20]=45)=[CH:14][C:12]=3[N:13]=2)=[CH:4][CH:3]=1. The yield is 0.370.